This data is from Forward reaction prediction with 1.9M reactions from USPTO patents (1976-2016). The task is: Predict the product of the given reaction. (1) The product is: [CH3:1][O:2][C:3](=[O:12])[C:4]1[CH:9]=[CH:8][C:7]([Cl:10])=[C:6]([B:13]2[O:17][C:16]([CH3:19])([CH3:18])[C:15]([CH3:21])([CH3:20])[O:14]2)[CH:5]=1. Given the reactants [CH3:1][O:2][C:3](=[O:12])[C:4]1[CH:9]=[CH:8][C:7]([Cl:10])=[C:6](Br)[CH:5]=1.[B:13]1([B:13]2[O:17][C:16]([CH3:19])([CH3:18])[C:15]([CH3:21])([CH3:20])[O:14]2)[O:17][C:16]([CH3:19])([CH3:18])[C:15]([CH3:21])([CH3:20])[O:14]1.CC([O-])=O.[K+], predict the reaction product. (2) Given the reactants [OH:1][C:2]1[C:7]([CH2:8][NH:9][C:10]2[CH:23]=[CH:22][C:13]3[C@H:14]([CH2:17][C:18]([O:20][CH3:21])=[O:19])[CH2:15][O:16][C:12]=3[CH:11]=2)=[CH:6][CH:5]=[CH:4][C:3]=1[C:24]1[C:29]([CH3:30])=[CH:28][CH:27]=[CH:26][C:25]=1[CH3:31].CO.[CH2:34](P(CCCC)CCCC)CCC.N(C(N1CCCCC1)=O)=NC(N1CCCCC1)=O, predict the reaction product. The product is: [CH3:34][O:1][C:2]1[C:7]([CH2:8][NH:9][C:10]2[CH:23]=[CH:22][C:13]3[C@H:14]([CH2:17][C:18]([O:20][CH3:21])=[O:19])[CH2:15][O:16][C:12]=3[CH:11]=2)=[CH:6][CH:5]=[CH:4][C:3]=1[C:24]1[C:29]([CH3:30])=[CH:28][CH:27]=[CH:26][C:25]=1[CH3:31]. (3) Given the reactants [F:1][C:2]([F:18])([F:17])[C:3]1[CH:4]=[C:5]([C:9]2[CH:14]=[CH:13][C:12]([NH2:15])=[C:11]([NH2:16])[CH:10]=2)[CH:6]=[CH:7][CH:8]=1.[N:19]#[C:20][Br:21].O, predict the reaction product. The product is: [BrH:21].[BrH:21].[F:1][C:2]([F:17])([F:18])[C:3]1[CH:4]=[C:5]([C:9]2[CH:14]=[CH:13][C:12]3[NH:15][C:20]([NH2:19])=[N:16][C:11]=3[CH:10]=2)[CH:6]=[CH:7][CH:8]=1. (4) Given the reactants [Cl:1][C:2]1[CH:7]=[CH:6][C:5]([N:8]2[C:17]3[C:12](=[C:13]([CH3:22])[C:14]([O:20]C)=[C:15]([CH3:19])[C:16]=3[CH3:18])[CH2:11][C:10]3([CH2:25][CH2:24][CH2:23]3)[CH2:9]2)=[CH:4][CH:3]=1.B(Br)(Br)Br, predict the reaction product. The product is: [Cl:1][C:2]1[CH:7]=[CH:6][C:5]([N:8]2[C:17]3[C:12](=[C:13]([CH3:22])[C:14]([OH:20])=[C:15]([CH3:19])[C:16]=3[CH3:18])[CH2:11][C:10]3([CH2:25][CH2:24][CH2:23]3)[CH2:9]2)=[CH:4][CH:3]=1. (5) Given the reactants Cl[C:2]1[C:7]2[N:8]=[C:9]([CH3:11])[S:10][C:6]=2[C:5](I)=[CH:4][N:3]=1.[CH3:13][S:14]([C:17]1[CH:18]=[C:19](B(O)O)[CH:20]=[CH:21][CH:22]=1)(=[O:16])=[O:15].[NH2:26][C:27]1[N:28]=[C:29]([CH3:32])[S:30][CH:31]=1, predict the reaction product. The product is: [CH3:13][S:14]([C:17]1[CH:18]=[C:19]([C:5]2[C:6]3[S:10][C:9]([CH3:11])=[N:8][C:7]=3[C:2]([NH:26][C:27]3[N:28]=[C:29]([CH3:32])[S:30][CH:31]=3)=[N:3][CH:4]=2)[CH:20]=[CH:21][CH:22]=1)(=[O:16])=[O:15].